From a dataset of Full USPTO retrosynthesis dataset with 1.9M reactions from patents (1976-2016). Predict the reactants needed to synthesize the given product. (1) The reactants are: [Br:1][C:2]1[C:7](=[O:8])[N:6]([CH2:9][CH2:10][N:11]2C(=O)C3C(=CC=CC=3)C2=O)[N:5]=[CH:4][C:3]=1[NH:22][C@@H:23]1[CH2:28][C@@H:27]2[CH2:29][C@@H:25]([C:26]2([CH3:31])[CH3:30])[C@H:24]1[CH3:32].O.NN. Given the product [NH2:11][CH2:10][CH2:9][N:6]1[C:7](=[O:8])[C:2]([Br:1])=[C:3]([NH:22][C@@H:23]2[CH2:28][C@@H:27]3[CH2:29][C@@H:25]([C:26]3([CH3:31])[CH3:30])[C@H:24]2[CH3:32])[CH:4]=[N:5]1, predict the reactants needed to synthesize it. (2) Given the product [CH:1]1([O:7][C:8]2[N:13]3[N:14]=[C:15]([NH:17][C:27](=[O:28])[CH2:26][C:22]4[CH:23]=[CH:24][CH:25]=[C:20]([O:19][CH3:18])[CH:21]=4)[N:16]=[C:12]3[CH:11]=[CH:10][CH:9]=2)[CH2:2][CH2:3][CH2:4][CH2:5][CH2:6]1, predict the reactants needed to synthesize it. The reactants are: [CH:1]1([O:7][C:8]2[N:13]3[N:14]=[C:15]([NH2:17])[N:16]=[C:12]3[CH:11]=[CH:10][CH:9]=2)[CH2:6][CH2:5][CH2:4][CH2:3][CH2:2]1.[CH3:18][O:19][C:20]1[CH:21]=[C:22]([CH2:26][C:27](Cl)=[O:28])[CH:23]=[CH:24][CH:25]=1. (3) Given the product [Cl:17][C:18]1[CH:26]=[C:25]([F:27])[CH:24]=[CH:23][C:19]=1[C:20](=[O:21])[C:4](=[C:3]([NH:2][CH3:1])[CH3:9])[C:5]([O:7][CH3:8])=[O:6], predict the reactants needed to synthesize it. The reactants are: [CH3:1][NH:2][C:3]([CH3:9])=[CH:4][C:5]([O:7][CH3:8])=[O:6].C(N(CC)CC)C.[Cl:17][C:18]1[CH:26]=[C:25]([F:27])[CH:24]=[CH:23][C:19]=1[C:20](Cl)=[O:21]. (4) Given the product [CH:18]([NH:17][C:15]([C@H:12]1[CH2:13][CH2:14][C@@H:9]([NH:8][C:6]2[C:5]([N+:21]([O-:23])=[O:22])=[CH:4][N:3]=[C:2]([N:24]3[CH2:29][CH2:28][O:27][CH2:26][CH2:25]3)[CH:7]=2)[CH2:10][CH2:11]1)=[O:16])([CH3:20])[CH3:19], predict the reactants needed to synthesize it. The reactants are: Cl[C:2]1[CH:7]=[C:6]([NH:8][C@@H:9]2[CH2:14][CH2:13][C@H:12]([C:15]([NH:17][CH:18]([CH3:20])[CH3:19])=[O:16])[CH2:11][CH2:10]2)[C:5]([N+:21]([O-:23])=[O:22])=[CH:4][N:3]=1.[NH:24]1[CH2:29][CH2:28][O:27][CH2:26][CH2:25]1. (5) Given the product [C:22]([OH:29])(=[O:28])/[CH:23]=[CH:24]/[C:25]([OH:27])=[O:26].[N:1]12[CH2:8][CH2:7][CH:4]([CH2:5][CH2:6]1)[C@H:3]([O:9][C:17](=[O:18])[C:16]1[CH:15]=[CH:14][C:13]([N+:10]([O-:12])=[O:11])=[CH:21][CH:20]=1)[CH2:2]2, predict the reactants needed to synthesize it. The reactants are: [N:1]12[CH2:8][CH2:7][CH:4]([CH2:5][CH2:6]1)[C@@H:3]([OH:9])[CH2:2]2.[N+:10]([C:13]1[CH:21]=[CH:20][C:16]([C:17](O)=[O:18])=[CH:15][CH:14]=1)([O-:12])=[O:11].[C:22]([OH:29])(=[O:28])/[CH:23]=[CH:24]/[C:25]([OH:27])=[O:26].C(O)C. (6) Given the product [CH2:19]([O:18][C:17]1[CH:16]=[C:15]([O:21][CH2:22][CH3:23])[N:14]=[N:13][C:12]=1[CH2:10][OH:9])[CH3:20], predict the reactants needed to synthesize it. The reactants are: [H-].[Al+3].[Li+].[H-].[H-].[H-].C([O:9][C:10]([C:12]1[N:13]=[N:14][C:15]([O:21][CH2:22][CH3:23])=[CH:16][C:17]=1[O:18][CH2:19][CH3:20])=O)C. (7) Given the product [F:22][C@H:20]1[CH2:21][N:17]([C:15](=[O:16])[C@@H:14]([NH:13][C@@H:8]([C:5]2[CH:6]=[CH:7][C:2]([C:39]3[CH:38]=[CH:37][CH:36]=[C:35]([S:32]([CH3:31])(=[O:34])=[O:33])[CH:40]=3)=[CH:3][CH:4]=2)[C:9]([F:12])([F:11])[F:10])[CH2:27][CH:28]([CH3:30])[CH3:29])[C@@H:18]2[C@@H:25]([OH:26])[CH2:24][O:23][C@H:19]12, predict the reactants needed to synthesize it. The reactants are: Br[C:2]1[CH:7]=[CH:6][C:5]([C@H:8]([NH:13][C@@H:14]([CH2:27][CH:28]([CH3:30])[CH3:29])[C:15]([N:17]2[CH2:21][C@H:20]([F:22])[C@H:19]3[O:23][CH2:24][C@H:25]([OH:26])[C@@H:18]23)=[O:16])[C:9]([F:12])([F:11])[F:10])=[CH:4][CH:3]=1.[CH3:31][S:32]([C:35]1[CH:36]=[C:37](B(O)O)[CH:38]=[CH:39][CH:40]=1)(=[O:34])=[O:33].C(=O)([O-])[O-].[Na+].[Na+].C(Cl)Cl. (8) Given the product [Cl:13][C:4]1[CH:3]=[C:2]([C:34]([C:36]([F:39])([F:38])[F:37])=[CH2:35])[CH:7]=[C:6]([C:8]([F:11])([F:10])[F:9])[C:5]=1[Cl:12], predict the reactants needed to synthesize it. The reactants are: Br[C:2]1[CH:3]=[C:4]([Cl:13])[C:5]([Cl:12])=[C:6]([C:8]([F:11])([F:10])[F:9])[CH:7]=1.C(OC(C)C)(C)C.C([Li])CCC.COB(OC)OC.Br[C:34]([C:36]([F:39])([F:38])[F:37])=[CH2:35].C(=O)([O-])[O-].[K+].[K+]. (9) Given the product [Cl:1][C:2]1[CH:3]=[C:4]([CH:27]=[CH:28][C:29]=1[Cl:30])[O:5][CH2:6][CH:7]1[C:12]2([C:13]3[CH:18]=[CH:17][C:16]([N:31]4[CH2:35][CH2:34][CH2:33][C:32]4=[O:36])=[CH:15][CH:14]=3)[CH:8]1[CH2:9][N:10]([C:20]([O:22][C:23]([CH3:26])([CH3:25])[CH3:24])=[O:21])[CH2:11]2, predict the reactants needed to synthesize it. The reactants are: [Cl:1][C:2]1[CH:3]=[C:4]([CH:27]=[CH:28][C:29]=1[Cl:30])[O:5][CH2:6][CH:7]1[C:12]2([C:13]3[CH:18]=[CH:17][C:16](Br)=[CH:15][CH:14]=3)[CH:8]1[CH2:9][N:10]([C:20]([O:22][C:23]([CH3:26])([CH3:25])[CH3:24])=[O:21])[CH2:11]2.[NH:31]1[CH2:35][CH2:34][CH2:33][C:32]1=[O:36].